From a dataset of Catalyst prediction with 721,799 reactions and 888 catalyst types from USPTO. Predict which catalyst facilitates the given reaction. (1) Reactant: [CH2:1]([O:3][C:4](=[CH:8][C:9]1[CH:14]=[CH:13][C:12]([N+:15]([O-])=O)=[CH:11][CH:10]=1)[C:5]([OH:7])=[O:6])[CH3:2]. Product: [CH2:1]([O:3][CH:4]([CH2:8][C:9]1[CH:10]=[CH:11][C:12]([NH2:15])=[CH:13][CH:14]=1)[C:5]([OH:7])=[O:6])[CH3:2]. The catalyst class is: 19. (2) Reactant: [C:1]([O:5][C:6]([N:8]1[CH2:13][CH2:12][N:11]([C:14]2[CH:19]=[N:18][CH:17]=[C:16]([NH:20][C:21](=[O:23])[CH3:22])[N:15]=2)[CH2:10][CH2:9]1)=[O:7])([CH3:4])([CH3:3])[CH3:2].Br[CH2:25][C:26]1[CH:31]=[CH:30][CH:29]=[C:28]([Cl:32])[CH:27]=1.[H-].[Na+].O. Product: [C:1]([O:5][C:6]([N:8]1[CH2:9][CH2:10][N:11]([C:14]2[CH:19]=[N:18][CH:17]=[C:16]([N:20]([C:21](=[O:23])[CH3:22])[CH2:25][C:26]3[CH:31]=[CH:30][CH:29]=[C:28]([Cl:32])[CH:27]=3)[N:15]=2)[CH2:12][CH2:13]1)=[O:7])([CH3:4])([CH3:2])[CH3:3]. The catalyst class is: 3. (3) Reactant: [N+:1]([C:4]1[CH:9]=[CH:8][C:7]([OH:10])=[CH:6][C:5]=1[F:11])([O-])=O. Product: [NH2:1][C:4]1[CH:9]=[CH:8][C:7]([OH:10])=[CH:6][C:5]=1[F:11]. The catalyst class is: 29. (4) Reactant: [NH2:1][CH2:2][C:3]1[CH:8]=[C:7]([O:9][C:10]2[CH:15]=[CH:14][C:13]([NH:16][C:17]3[CH:22]=[C:21]([C:23]4[CH:28]=[CH:27][CH:26]=[CH:25][CH:24]=4)[N:20]=[C:19]([NH2:29])[N:18]=3)=[CH:12][CH:11]=2)[CH:6]=[CH:5][N:4]=1.[F:30][C:31]1[CH:39]=[CH:38][C:34]([C:35](Cl)=[O:36])=[CH:33][CH:32]=1. Product: [NH2:29][C:19]1[N:18]=[C:17]([NH:16][C:13]2[CH:12]=[CH:11][C:10]([O:9][C:7]3[CH:6]=[CH:5][N:4]=[C:3]([CH2:2][NH:1][C:35](=[O:36])[C:34]4[CH:38]=[CH:39][C:31]([F:30])=[CH:32][CH:33]=4)[CH:8]=3)=[CH:15][CH:14]=2)[CH:22]=[C:21]([C:23]2[CH:28]=[CH:27][CH:26]=[CH:25][CH:24]=2)[N:20]=1. The catalyst class is: 1. (5) Reactant: [CH3:1][C:2]1[CH:7]=[CH:6][C:5]([S:8](/[N:11]=[C:12]2/[NH:13][CH:14]=[CH:15][N:16]=[CH:17]/2)(=[O:10])=[O:9])=[CH:4][CH:3]=1.C(N(C(C)C)CC)(C)C.I[CH2:28][C:29]([NH2:31])=[O:30].O. Product: [CH3:1][C:2]1[CH:7]=[CH:6][C:5]([S:8](/[N:11]=[C:12]2/[N:13]([CH2:28][C:29]([NH2:31])=[O:30])[CH:14]=[CH:15][N:16]=[CH:17]/2)(=[O:10])=[O:9])=[CH:4][CH:3]=1. The catalyst class is: 9. (6) Reactant: C(OC(=O)[NH:7][C:8]1[CH:13]=[CH:12][N:11]2[N:14]=[C:15]([C:17]3[CH:22]=[CH:21][CH:20]=[CH:19][CH:18]=3)[N:16]=[C:10]2[CH:9]=1)(C)(C)C.O.C(OCC)(=O)C. Product: [C:17]1([C:15]2[N:16]=[C:10]3[CH:9]=[C:8]([NH2:7])[CH:13]=[CH:12][N:11]3[N:14]=2)[CH:18]=[CH:19][CH:20]=[CH:21][CH:22]=1. The catalyst class is: 33. (7) Reactant: [OH:1][C:2]1[CH:7]=[C:6](O)[CH:5]=[CH:4][N:3]=1.[F:9][C:10]1[CH:15]=[CH:14][C:13]([NH:16]N)=[CH:12][CH:11]=1.C(O)(C)C.C1(C)C=CC=CC=1. Product: [F:9][C:10]1[CH:15]=[CH:14][C:13]2[NH:16][C:6]3[CH:5]=[CH:4][NH:3][C:2](=[O:1])[C:7]=3[C:12]=2[CH:11]=1. The catalyst class is: 400.